Predict the reactants needed to synthesize the given product. From a dataset of Full USPTO retrosynthesis dataset with 1.9M reactions from patents (1976-2016). (1) The reactants are: Cl.[F:2][C:3]([F:36])([F:35])[C:4]1[CH:34]=[CH:33][C:7]([CH2:8][NH:9][CH2:10][C:11]2[CH:16]=[CH:15][C:14]([C:17]3[O:21][N:20]=[C:19]([CH2:22][CH2:23][CH2:24][CH2:25][CH2:26][CH2:27][CH2:28][CH2:29][CH2:30][CH2:31][CH3:32])[N:18]=3)=[CH:13][CH:12]=2)=[CH:6][CH:5]=1.CCN(C(C)C)C(C)C.[CH2:46]([O:48][C:49](=[O:53])[C:50](Cl)=[O:51])[CH3:47]. Given the product [O:51]=[C:50]([N:9]([CH2:8][C:7]1[CH:6]=[CH:5][C:4]([C:3]([F:2])([F:35])[F:36])=[CH:34][CH:33]=1)[CH2:10][C:11]1[CH:12]=[CH:13][C:14]([C:17]2[O:21][N:20]=[C:19]([CH2:22][CH2:23][CH2:24][CH2:25][CH2:26][CH2:27][CH2:28][CH2:29][CH2:30][CH2:31][CH3:32])[N:18]=2)=[CH:15][CH:16]=1)[C:49]([O:48][CH2:46][CH3:47])=[O:53], predict the reactants needed to synthesize it. (2) Given the product [Cl:10][C:11]1[CH:16]=[CH:15][C:14]([N:1]2[C:9]3=[CH:8][N:7]=[CH:6][CH:5]=[C:4]3[CH:3]=[CH:2]2)=[CH:13][CH:12]=1, predict the reactants needed to synthesize it. The reactants are: [NH:1]1[C:9]2[C:4](=[CH:5][CH:6]=[N:7][CH:8]=2)[CH:3]=[CH:2]1.[Cl:10][C:11]1[CH:16]=[CH:15][C:14](I)=[CH:13][CH:12]=1.CNCCNC.[O-]P([O-])([O-])=O.[K+].[K+].[K+]. (3) Given the product [CH3:1][O:2][C:3]1[C:8]([CH3:9])=[CH:7][C:6]([NH:10][CH2:11][C:12]2([C:16]([OH:18])=[O:17])[CH2:13][CH2:14][CH2:15]2)=[C:5]([CH3:21])[C:4]=1[CH3:22], predict the reactants needed to synthesize it. The reactants are: [CH3:1][O:2][C:3]1[C:8]([CH3:9])=[CH:7][C:6]([NH:10][CH2:11][C:12]2([C:16]([O:18]CC)=[O:17])[CH2:15][CH2:14][CH2:13]2)=[C:5]([CH3:21])[C:4]=1[CH3:22].[OH-].[K+]. (4) Given the product [C:29]([C:30]1[N:3]=[N:2][N:1]([CH:4]2[CH2:9][CH2:8][N:7]([C:10]3[CH:15]=[CH:14][C:13]([N:16]4[CH2:20][C@H:19]([CH2:21][NH:22][C:23](=[O:25])[CH3:24])[O:18][C:17]4=[O:26])=[CH:12][C:11]=3[F:27])[CH2:6][CH2:5]2)[CH:31]=1)(=[O:32])[CH3:28], predict the reactants needed to synthesize it. The reactants are: [N:1]([CH:4]1[CH2:9][CH2:8][N:7]([C:10]2[CH:15]=[CH:14][C:13]([N:16]3[CH2:20][C@H:19]([CH2:21][NH:22][C:23](=[O:25])[CH3:24])[O:18][C:17]3=[O:26])=[CH:12][C:11]=2[F:27])[CH2:6][CH2:5]1)=[N+:2]=[N-:3].[CH3:28][C:29](=[O:32])[C:30]#[CH:31]. (5) The reactants are: [CH2:1]([C:17]1[C:18]([O:29][CH3:30])=[C:19]([O:27]C)[CH:20]=[C:21]([O:25][CH3:26])[C:22]=1[O:23]C)[CH2:2][CH2:3][CH2:4][CH2:5][CH2:6][CH2:7][CH2:8][CH2:9][CH2:10][CH2:11][CH2:12][CH2:13][CH2:14][CH2:15][CH3:16].[CH3:31]OC1C(=O)C=C(NCCCC(OC(C)(C)C)=O)C(=O)C=1CCCCCCCCCCCCC.COC1C=C(OC)C(OC)=C(CCCCCCCCCCCCC)C=1OC.[N+]([O-])([O-])=O.[NH4+].[Ce+4].[N+]([O-])([O-])=O.[N+]([O-])([O-])=O.[N+]([O-])([O-])=O.[N+]([O-])([O-])=O. Given the product [CH2:1]([C:17]1[C:22](=[O:23])[C:21]([O:25][CH3:26])=[C:20]([CH3:31])[C:19](=[O:27])[C:18]=1[O:29][CH3:30])[CH2:2][CH2:3][CH2:4][CH2:5][CH2:6][CH2:7][CH2:8][CH2:9][CH2:10][CH2:11][CH2:12][CH2:13][CH2:14][CH2:15][CH3:16], predict the reactants needed to synthesize it. (6) Given the product [C:1]([O:5][C:6]([N:8]([CH2:21][C@@H:22]1[C@@H:26]([C:27]2[CH:32]=[CH:31][CH:30]=[CH:29][CH:28]=2)[CH2:25][N:24]([C:33](=[O:39])[CH2:34][CH2:35][C:36]([NH:46][CH2:45][C:44]([O:43][CH2:41][CH3:42])=[O:47])=[O:37])[CH2:23]1)[C@@H:9]([C:11]1[C:20]2[C:15](=[CH:16][CH:17]=[CH:18][CH:19]=2)[CH:14]=[CH:13][CH:12]=1)[CH3:10])=[O:7])([CH3:3])([CH3:2])[CH3:4], predict the reactants needed to synthesize it. The reactants are: [C:1]([O:5][C:6]([N:8]([CH2:21][C@@H:22]1[C@@H:26]([C:27]2[CH:32]=[CH:31][CH:30]=[CH:29][CH:28]=2)[CH2:25][N:24]([C:33](=[O:39])[CH2:34][CH2:35][C:36](O)=[O:37])[CH2:23]1)[C@@H:9]([C:11]1[C:20]2[C:15](=[CH:16][CH:17]=[CH:18][CH:19]=2)[CH:14]=[CH:13][CH:12]=1)[CH3:10])=[O:7])([CH3:4])([CH3:3])[CH3:2].Cl.[CH2:41]([O:43][C:44](=[O:47])[CH2:45][NH2:46])[CH3:42].C1C=CC2N(O)N=NC=2C=1.CCN=C=NCCCN(C)C.Cl.